Dataset: Catalyst prediction with 721,799 reactions and 888 catalyst types from USPTO. Task: Predict which catalyst facilitates the given reaction. (1) Reactant: Cl.[C:2]([C:5]1[CH:26]=[CH:25][C:8]([CH2:9][NH:10][C:11](=[O:24])[CH:12]([C:15]2[CH:20]=[CH:19][C:18]([O:21][CH3:22])=[CH:17][C:16]=2[F:23])[O:13][CH3:14])=[CH:7][CH:6]=1)(=[NH:4])[NH2:3].Cl[C:28]([O:30][CH2:31][CH3:32])=[O:29].C(N(CC)CC)C.C(OCC)(=O)C. Product: [CH2:31]([O:30][C:28](=[O:29])[N:4]=[C:2]([NH2:3])[C:5]1[CH:6]=[CH:7][C:8]([CH2:9][NH:10][C:11](=[O:24])[CH:12]([C:15]2[CH:20]=[CH:19][C:18]([O:21][CH3:22])=[CH:17][C:16]=2[F:23])[O:13][CH3:14])=[CH:25][CH:26]=1)[CH3:32]. The catalyst class is: 3. (2) Reactant: [CH:1]1([C:7]2[C:8]3[S:14][C:13]([C:15]([OH:17])=[O:16])=[CH:12][C:9]=3[NH:10][CH:11]=2)[CH2:6][CH2:5][CH2:4][CH2:3][CH2:2]1.C(NC(=NC(C)C)O[C:24]([CH3:27])([CH3:26])[CH3:25])(C)C.C1C(=O)N([Br:39])C(=O)C1. Product: [Br:39][C:11]1[NH:10][C:9]2[CH:12]=[C:13]([C:15]([O:17][C:24]([CH3:27])([CH3:26])[CH3:25])=[O:16])[S:14][C:8]=2[C:7]=1[CH:1]1[CH2:2][CH2:3][CH2:4][CH2:5][CH2:6]1. The catalyst class is: 76. (3) Reactant: Cl[C:2]1[N:6]([CH3:7])[C:5]2[CH:8]=[CH:9][CH:10]=[CH:11][C:4]=2[N:3]=1.[CH:12]1([C:16]#[N:17])[CH2:15][CH2:14][CH2:13]1.C[Si](C)(C)[N-][Si](C)(C)C.[K+].Cl. Product: [CH3:7][N:6]1[C:5]2[CH:8]=[CH:9][CH:10]=[CH:11][C:4]=2[N:3]=[C:2]1[C:12]1([C:16]#[N:17])[CH2:15][CH2:14][CH2:13]1. The catalyst class is: 11. (4) Reactant: C[O:2][C:3](=[O:17])[C:4]1[CH:9]=[CH:8][C:7]([O:10][CH3:11])=[CH:6][C:5]=1[O:12][CH:13]([CH2:15][CH3:16])[CH3:14].O.[OH-].[Li+].O.Cl. Product: [CH:13]([O:12][C:5]1[CH:6]=[C:7]([O:10][CH3:11])[CH:8]=[CH:9][C:4]=1[C:3]([OH:17])=[O:2])([CH2:15][CH3:16])[CH3:14]. The catalyst class is: 72.